This data is from Peptide-MHC class II binding affinity with 134,281 pairs from IEDB. The task is: Regression. Given a peptide amino acid sequence and an MHC pseudo amino acid sequence, predict their binding affinity value. This is MHC class II binding data. (1) The peptide sequence is AFSPEVIPMFSALSEGA. The MHC is DRB1_1101 with pseudo-sequence DRB1_1101. The binding affinity (normalized) is 0.532. (2) The peptide sequence is SQDLELSLNLNGLQAY. The MHC is HLA-DQA10301-DQB10302 with pseudo-sequence HLA-DQA10301-DQB10302. The binding affinity (normalized) is 0.512.